Dataset: Forward reaction prediction with 1.9M reactions from USPTO patents (1976-2016). Task: Predict the product of the given reaction. (1) Given the reactants [Cl:1][C:2]1[CH:3]=[C:4](/[CH:22]=[CH:23]/[C:24]([O:26]CC)=[O:25])[CH:5]=[N:6][C:7]=1[NH:8][CH:9]1[CH2:14][CH2:13][N:12]([CH2:15][C:16]2[CH:21]=[CH:20][N:19]=[CH:18][CH:17]=2)[CH2:11][CH2:10]1, predict the reaction product. The product is: [Cl:1][C:2]1[CH:3]=[C:4](/[CH:22]=[CH:23]/[C:24]([OH:26])=[O:25])[CH:5]=[N:6][C:7]=1[NH:8][CH:9]1[CH2:14][CH2:13][N:12]([CH2:15][C:16]2[CH:21]=[CH:20][N:19]=[CH:18][CH:17]=2)[CH2:11][CH2:10]1. (2) Given the reactants [O:1]=P12OP3(OP(OP(O3)(O1)=O)(=O)O2)=O.[C:15]([C:17]1(O)[CH2:22][CH2:21][CH2:20][C:19]([CH3:24])([CH3:23])[CH2:18]1)#[CH:16], predict the reaction product. The product is: [CH3:16][C:15]([C:17]1[CH2:18][C:19]([CH3:24])([CH3:23])[CH2:20][CH2:21][CH:22]=1)=[O:1]. (3) Given the reactants Cl.Cl[CH2:3][C:4]1[N:8]2[CH:9]=[CH:10][CH:11]=[CH:12][C:7]2=[N:6][C:5]=1[C:13]1[CH:18]=[CH:17][C:16]([Cl:19])=[CH:15][CH:14]=1.[NH:20]1[C:28]2[C:23](=[CH:24][CH:25]=[CH:26][CH:27]=2)[C:22](=[O:29])[NH:21]1, predict the reaction product. The product is: [Cl:19][C:16]1[CH:17]=[CH:18][C:13]([C:5]2[N:6]=[C:7]3[CH:12]=[CH:11][CH:10]=[CH:9][N:8]3[C:4]=2[CH2:3][N:21]2[C:22](=[O:29])[C:23]3[C:28](=[CH:27][CH:26]=[CH:25][CH:24]=3)[NH:20]2)=[CH:14][CH:15]=1. (4) Given the reactants Cl[C:2]1[N:6]([CH3:7])[C:5]2[C:8]([N:12]([CH:21]([CH3:23])[CH3:22])[C:13]3[CH:20]=[CH:19][C:16]([C:17]#[N:18])=[CH:15][CH:14]=3)=[CH:9][CH:10]=[CH:11][C:4]=2[N:3]=1.[Br:24][C:25]1[CH:31]=[C:30]([O:32][CH3:33])[C:28]([NH2:29])=[C:27]([CH3:34])[CH:26]=1, predict the reaction product. The product is: [Br:24][C:25]1[CH:26]=[C:27]([CH3:34])[C:28]([NH:29][C:2]2[N:6]([CH3:7])[C:5]3[C:8]([N:12]([CH:21]([CH3:23])[CH3:22])[C:13]4[CH:20]=[CH:19][C:16]([C:17]#[N:18])=[CH:15][CH:14]=4)=[CH:9][CH:10]=[CH:11][C:4]=3[N:3]=2)=[C:30]([O:32][CH3:33])[CH:31]=1. (5) Given the reactants C[O:2][C:3]1[CH:8]=CC=C[C:4]=1NC(=S)NC1C2N=C(NC(=O)C3C=CC=CC=3)NC=2C=CC=1.COC1C=CC=CC=1[N:39]=[C:40]=[S:41].[CH3:42][C:43]1[NH:47][C:46]2[CH:48]=[CH:49][CH:50]=[C:51]([NH2:52])[C:45]=2[N:44]=1.NC1C2N=C([NH:63][C:64](=[O:71])[C:65]3[CH:70]=[CH:69][CH:68]=[CH:67][CH:66]=3)NC=2C=CC=1, predict the reaction product. The product is: [CH:3]([O:2][C:68]1[CH:67]=[CH:66][C:65]([C:64]([NH2:63])=[O:71])=[CH:70][C:69]=1[NH:39][C:40]([NH:52][C:51]1[C:45]2[N:44]=[C:43]([CH3:42])[NH:47][C:46]=2[CH:48]=[CH:49][CH:50]=1)=[S:41])([CH3:8])[CH3:4]. (6) Given the reactants [CH3:1][CH:2]1[CH2:7][NH:6][CH2:5][CH:4]([CH3:8])[NH:3]1.C(N(CC)CC)C.[CH3:16][N:17]([CH3:21])[C:18](Cl)=[O:19], predict the reaction product. The product is: [CH3:16][N:17]([CH3:21])[C:18]([N:3]1[CH:4]([CH3:8])[CH2:5][NH:6][CH2:7][CH:2]1[CH3:1])=[O:19]. (7) Given the reactants [CH2:1]([NH:3][C:4]([NH:6][C:7]1[CH:12]=[CH:11][C:10]([C:13]2[N:14]=[C:15]([N:23]3[CH2:28][CH2:27][O:26][CH2:25][C@@H:24]3[CH2:29][CH3:30])[C:16]3[CH2:22][CH2:21][NH:20][CH2:19][C:17]=3[N:18]=2)=[CH:9][CH:8]=1)=[O:5])[CH3:2].Cl[C:32]1[N:37]=[CH:36][CH:35]=[CH:34][N:33]=1, predict the reaction product. The product is: [CH2:1]([NH:3][C:4]([NH:6][C:7]1[CH:8]=[CH:9][C:10]([C:13]2[N:14]=[C:15]([N:23]3[CH2:28][CH2:27][O:26][CH2:25][C@@H:24]3[CH2:29][CH3:30])[C:16]3[CH2:22][CH2:21][N:20]([C:32]4[N:37]=[CH:36][CH:35]=[CH:34][N:33]=4)[CH2:19][C:17]=3[N:18]=2)=[CH:11][CH:12]=1)=[O:5])[CH3:2].